This data is from Forward reaction prediction with 1.9M reactions from USPTO patents (1976-2016). The task is: Predict the product of the given reaction. (1) Given the reactants C(O)(C(F)(F)F)=O.[Br:8][C:9]1[CH:16]=[CH:15][C:12]([CH:13]=O)=[CH:11][CH:10]=1.[CH3:17][C:18]1[CH:26]=[CH:25][CH:24]=[C:23]2[C:19]=1[CH:20]=[CH:21][NH:22]2.C([SiH](CC)CC)C, predict the reaction product. The product is: [Br:8][C:9]1[CH:16]=[CH:15][C:12]([CH2:13][C:20]2[C:19]3[C:23](=[CH:24][CH:25]=[CH:26][C:18]=3[CH3:17])[NH:22][CH:21]=2)=[CH:11][CH:10]=1. (2) Given the reactants C1(C)C=CC(S([O-])(=O)=O)=CC=1.[CH2:12]([N+:16]1[C:24]2[CH:23]=[CH:22][C:21]3[CH:25]=[CH:26][CH:27]=[CH:28][C:20]=3[C:19]=2[C:18]([CH3:30])([CH3:29])[C:17]=1[CH:31]=[CH:32][C:33]1[CH2:37][CH2:36][C:35](=[CH:38][CH:39]=[C:40]2[C:48]([CH3:50])([CH3:49])[C:47]3[C:46]4[CH:51]=[CH:52][CH:53]=[CH:54][C:45]=4[CH:44]=[CH:43][C:42]=3[N:41]2CCCC)[C:34]=1[S:59]([C:62]1[CH:67]=[CH:66][CH:65]=[CH:64][CH:63]=1)(=[O:61])=[O:60])[CH2:13][CH2:14][CH3:15].[C-:68]([S:83]([C:86]([F:89])([F:88])[F:87])(=[O:85])=[O:84])([S:76]([C:79]([F:82])([F:81])[F:80])(=[O:78])=[O:77])[S:69]([C:72]([F:75])([F:74])[F:73])(=[O:71])=[O:70].[OH-].[Na+], predict the reaction product. The product is: [C-:68]([S:69]([C:72]([F:75])([F:73])[F:74])(=[O:71])=[O:70])([S:83]([C:86]([F:87])([F:88])[F:89])(=[O:84])=[O:85])[S:76]([C:79]([F:82])([F:81])[F:80])(=[O:77])=[O:78].[CH2:12]([N:16]1[C:24]2[CH:23]=[CH:22][C:21]3[CH:25]=[CH:26][CH:27]=[CH:28][C:20]=3[C:19]=2[C:18]([CH3:29])([CH3:30])[C:17]1=[CH:31][CH:32]=[C:33]1[CH2:37][CH2:36][C:35]([CH:38]=[CH:39][C:40]2[C:48]([CH3:49])([CH3:50])[C:47]3[C:46]4[CH:51]=[CH:52][CH:53]=[CH:54][C:45]=4[CH:44]=[CH:43][C:42]=3[NH+:41]=2)=[C:34]1[S:59]([C:62]1[CH:63]=[CH:64][CH:65]=[CH:66][CH:67]=1)(=[O:61])=[O:60])[CH2:13][CH2:14][CH3:15]. (3) Given the reactants [C:1]([S:5][C:6]1[CH:11]=[CH:10][C:9](Br)=[CH:8][CH:7]=1)([CH3:4])([CH3:3])[CH3:2].C([Li])CCC.C(O[B:22]1[O:26][C:25]([CH3:28])([CH3:27])[C:24]([CH3:30])([CH3:29])[O:23]1)(C)C, predict the reaction product. The product is: [C:1]([S:5][C:6]1[CH:11]=[CH:10][C:9]([B:22]2[O:26][C:25]([CH3:28])([CH3:27])[C:24]([CH3:30])([CH3:29])[O:23]2)=[CH:8][CH:7]=1)([CH3:4])([CH3:3])[CH3:2]. (4) Given the reactants Cl[C:2]1[C:11]2[C:6](=[CH:7][C:8]([O:12][CH3:13])=[CH:9][CH:10]=2)[CH:5]=[C:4]([NH:14][C:15]2[CH:19]=[C:18]([CH3:20])[NH:17][N:16]=2)[N:3]=1.[F:21][C:22]1[CH:23]=[C:24](B(O)O)[CH:25]=[CH:26][CH:27]=1, predict the reaction product. The product is: [F:21][C:22]1[CH:27]=[C:26]([C:2]2[C:11]3[C:6](=[CH:7][C:8]([O:12][CH3:13])=[CH:9][CH:10]=3)[CH:5]=[C:4]([NH:14][C:15]3[CH:19]=[C:18]([CH3:20])[NH:17][N:16]=3)[N:3]=2)[CH:25]=[CH:24][CH:23]=1. (5) Given the reactants C[O:2][C:3](=[O:27])[C:4]1[CH:9]=[CH:8][C:7]([C:10]#[C:11][C:12]#[C:13][C:14]2[S:18][C:17]([NH:19][C:20]([O:22][C:23]([CH3:26])([CH3:25])[CH3:24])=[O:21])=[N:16][CH:15]=2)=[CH:6][CH:5]=1.Cl, predict the reaction product. The product is: [C:23]([O:22][C:20]([NH:19][C:17]1[S:18][C:14]([C:13]#[C:12][C:11]#[C:10][C:7]2[CH:6]=[CH:5][C:4]([C:3]([OH:27])=[O:2])=[CH:9][CH:8]=2)=[CH:15][N:16]=1)=[O:21])([CH3:26])([CH3:24])[CH3:25].